From a dataset of Catalyst prediction with 721,799 reactions and 888 catalyst types from USPTO. Predict which catalyst facilitates the given reaction. Reactant: [Cl:1][C:2]1[N:7]=[C:6]2[NH:8][N:9]=[CH:10][C:5]2=[C:4]([C:11]([F:14])([F:13])[F:12])[CH:3]=1.CI.[C:17](=O)([O-])[O-].[Cs+].[Cs+].O. Product: [Cl:1][C:2]1[CH:3]=[C:4]([C:11]([F:13])([F:14])[F:12])[C:5]2[C:6](=[N:8][N:9]([CH3:17])[CH:10]=2)[N:7]=1. The catalyst class is: 3.